From a dataset of Catalyst prediction with 721,799 reactions and 888 catalyst types from USPTO. Predict which catalyst facilitates the given reaction. (1) Reactant: [Cl:1][C:2]1[C:3]([C:28]2[S:32][C:31]([C:33]3([O:37][CH2:38][O:39][CH3:40])[CH2:36][CH2:35][CH2:34]3)=[N:30][CH:29]=2)=[C:4]2[CH:10]=[C:9]([C:11]3[CH:16]=[CH:15][C:14]([OH:17])=[CH:13][CH:12]=3)[N:8]([S:18]([C:21]3[CH:27]=[CH:26][C:24]([CH3:25])=[CH:23][CH:22]=3)(=[O:20])=[O:19])[C:5]2=[N:6][CH:7]=1.[O:41]1[CH2:45][CH2:44][CH:43](O)[CH2:42]1.C1(P(C2C=CC=CC=2)C2C=CC=CC=2)C=CC=CC=1.N(C(OC(C)C)=O)=NC(OC(C)C)=O. Product: [Cl:1][C:2]1[C:3]([C:28]2[S:32][C:31]([C:33]3([O:37][CH2:38][O:39][CH3:40])[CH2:36][CH2:35][CH2:34]3)=[N:30][CH:29]=2)=[C:4]2[CH:10]=[C:9]([C:11]3[CH:16]=[CH:15][C:14]([O:17][CH:43]4[CH2:44][CH2:45][O:41][CH2:42]4)=[CH:13][CH:12]=3)[N:8]([S:18]([C:21]3[CH:22]=[CH:23][C:24]([CH3:25])=[CH:26][CH:27]=3)(=[O:19])=[O:20])[C:5]2=[N:6][CH:7]=1. The catalyst class is: 54. (2) Reactant: [C:1]1([C:7]2[C:8](O)=[N:9][C:10]3[C:15]([N:16]=2)=[CH:14][CH:13]=[CH:12][CH:11]=3)[CH:6]=[CH:5][CH:4]=[CH:3][CH:2]=1.S(Cl)([Cl:20])=O. Product: [Cl:20][C:8]1[C:7]([C:1]2[CH:6]=[CH:5][CH:4]=[CH:3][CH:2]=2)=[N:16][C:15]2[C:10](=[CH:11][CH:12]=[CH:13][CH:14]=2)[N:9]=1. The catalyst class is: 3.